This data is from Full USPTO retrosynthesis dataset with 1.9M reactions from patents (1976-2016). The task is: Predict the reactants needed to synthesize the given product. (1) Given the product [CH3:77][O:78][C:79](=[O:91])[C:80]([C:83]1[CH:88]=[CH:87][C:86]([NH:89][C:12](=[O:38])[CH:13]([N:20]2[C:24]3[CH:25]=[C:26]([F:30])[C:27]([F:29])=[CH:28][C:23]=3[N:22]=[C:21]2[C:31]2[CH:32]=[CH:33][C:34]([Cl:37])=[CH:35][CH:36]=2)[CH:14]2[CH2:15][CH2:16][CH2:17][CH2:18][CH2:19]2)=[C:85]([F:90])[CH:84]=1)([CH3:82])[CH3:81], predict the reactants needed to synthesize it. The reactants are: C(OC(=O)C1C=CC(N[C:12](=[O:38])[CH:13]([N:20]2[C:24]3[CH:25]=[C:26]([F:30])[C:27]([F:29])=[CH:28][C:23]=3[N:22]=[C:21]2[C:31]2[CH:36]=[CH:35][C:34]([Cl:37])=[CH:33][CH:32]=2)[CH:14]2[CH2:19][CH2:18][CH2:17][CH2:16][CH2:15]2)=CC=1)C.ClC1C=CC(C2N(C(C3CCCCC3)C(NC[C@H]3CC[C@H](C(O)=O)CC3)=O)C3C=CC(F)=CC=3N=2)=CC=1.[CH3:77][O:78][C:79](=[O:91])[C:80]([C:83]1[CH:88]=[CH:87][C:86]([NH2:89])=[C:85]([F:90])[CH:84]=1)([CH3:82])[CH3:81]. (2) Given the product [CH2:1]([C:4]1[C:13]([O:14][CH3:15])=[CH:12][C:11]([Cl:16])=[CH:10][C:5]=1[C:6]([OH:8])=[O:7])[CH:2]=[CH2:3], predict the reactants needed to synthesize it. The reactants are: [CH2:1]([C:4]1[C:13]([O:14][CH3:15])=[CH:12][C:11]([Cl:16])=[CH:10][C:5]=1[C:6]([O:8]C)=[O:7])[CH:2]=[CH2:3].[OH-].[Na+].